This data is from Forward reaction prediction with 1.9M reactions from USPTO patents (1976-2016). The task is: Predict the product of the given reaction. (1) Given the reactants C(OC(=O)[NH:7][CH2:8][C:9]1[C:14]([C:15]2[CH:20]=[CH:19][C:18]([Cl:21])=[CH:17][C:16]=2[Cl:22])=[CH:13][N:12]2[CH:23]=[CH:24][N:25]=[C:11]2[CH:10]=1)(C)(C)C, predict the reaction product. The product is: [Cl:22][C:16]1[CH:17]=[C:18]([Cl:21])[CH:19]=[CH:20][C:15]=1[C:14]1[C:9]([CH2:8][NH2:7])=[CH:10][C:11]2[N:12]([CH:23]=[CH:24][N:25]=2)[CH:13]=1. (2) Given the reactants C[O:2][C:3]1[CH:8]=[CH:7][C:6]([C:9](=[C:18]2[CH2:23][C:22]([CH3:25])([CH3:24])[CH2:21][C:20]([CH3:27])([CH3:26])[CH2:19]2)[C:10]2[CH:17]=[CH:16][C:13]([C:14]#[N:15])=[CH:12][CH:11]=2)=[CH:5][CH:4]=1.B(Br)(Br)Br, predict the reaction product. The product is: [OH:2][C:3]1[CH:4]=[CH:5][C:6]([C:9](=[C:18]2[CH2:19][C:20]([CH3:27])([CH3:26])[CH2:21][C:22]([CH3:25])([CH3:24])[CH2:23]2)[C:10]2[CH:17]=[CH:16][C:13]([C:14]#[N:15])=[CH:12][CH:11]=2)=[CH:7][CH:8]=1. (3) Given the reactants [CH3:1][O:2][C:3](=[O:42])[C@@H:4]([NH:14][C:15]([C:17]1[N:18]=[C:19]([C:32]2[CH:37]=[CH:36][C:35]([C:38]([F:41])([F:40])[F:39])=[CH:34][CH:33]=2)[O:20][C:21]=1[C:22]1[CH:27]=[CH:26][C:25]([C:28](=[NH:31])[NH:29][OH:30])=[CH:24][CH:23]=1)=[O:16])[CH2:5][S:6][CH2:7][C:8]1[CH:13]=[CH:12][CH:11]=[CH:10][CH:9]=1, predict the reaction product. The product is: [CH3:1][O:2][C:3](=[O:42])[C@@H:4]([NH:14][C:15]([C:17]1[N:18]=[C:19]([C:32]2[CH:37]=[CH:36][C:35]([C:38]([F:40])([F:41])[F:39])=[CH:34][CH:33]=2)[O:20][C:21]=1[C:22]1[CH:27]=[CH:26][C:25]([C:28]2[N:31]=[C:35]([C:38]([F:41])([F:40])[F:39])[O:30][N:29]=2)=[CH:24][CH:23]=1)=[O:16])[CH2:5][S:6][CH2:7][C:8]1[CH:13]=[CH:12][CH:11]=[CH:10][CH:9]=1. (4) Given the reactants [F:1][C:2]1[CH:3]=[C:4]([C@@H:9]2[CH2:11][C@H:10]2[NH:12][C:13]2[C:14]3[N:25]=[N:24][N:23]([C@H:26]4[C@@H:30]5[O:31]C(C)(C)[O:33][C@@H:29]5[C@@H:28]([O:36][CH2:37][CH2:38][OH:39])[CH2:27]4)[C:15]=3[N:16]=[C:17]([S:19][CH2:20][CH2:21][CH3:22])[N:18]=2)[CH:5]=[CH:6][C:7]=1[F:8].Cl, predict the reaction product. The product is: [F:1][C:2]1[CH:3]=[C:4]([CH:9]2[CH2:11][CH:10]2[NH:12][C:13]2[C:14]3[N:25]=[N:24][N:23]([CH:26]4[CH2:27][CH:28]([O:36][CH2:37][CH2:38][OH:39])[CH:29]([OH:33])[CH:30]4[OH:31])[C:15]=3[N:16]=[C:17]([S:19][CH2:20][CH2:21][CH3:22])[N:18]=2)[CH:5]=[CH:6][C:7]=1[F:8]. (5) Given the reactants Cl.[NH2:2][C:3]1[C:4]([O:28][CH2:29][CH3:30])=[CH:5][CH:6]=[C:7]2[C:12]=1[CH:11]=[N:10][CH:9]=[C:8]2[C:13]([C:15]1[CH:20]=[C:19]([O:21][CH3:22])[C:18]([O:23][CH2:24][CH3:25])=[C:17]([O:26][CH3:27])[CH:16]=1)=[O:14].[H-].[Na+].CCN(CC)CC.[S:40](Cl)(=[O:43])(=[O:42])[NH2:41].C([O-])([O-])=O.[K+].[K+], predict the reaction product. The product is: [CH2:29]([O:28][C:4]1[C:3]([NH:2][S:40]([NH2:41])(=[O:43])=[O:42])=[C:12]2[C:7]([C:8]([C:13](=[O:14])[C:15]3[CH:20]=[C:19]([O:21][CH3:22])[C:18]([O:23][CH2:24][CH3:25])=[C:17]([O:26][CH3:27])[CH:16]=3)=[CH:9][N:10]=[CH:11]2)=[CH:6][CH:5]=1)[CH3:30]. (6) Given the reactants [Br:1][C:2]1[CH:3]=[C:4]2[C:12](=[CH:13][CH:14]=1)[NH:11][C:10]1[CH:9]([NH:15][C@@H:16]([C:18]3[CH:23]=[CH:22][CH:21]=[CH:20][CH:19]=3)[CH3:17])[CH2:8][CH2:7][CH2:6][C:5]2=1.C(NCC)C.[ClH:29], predict the reaction product. The product is: [ClH:29].[Br:1][C:2]1[CH:3]=[C:4]2[C:12](=[CH:13][CH:14]=1)[NH:11][C:10]1[C@H:9]([NH:15][C@@H:16]([C:18]3[CH:23]=[CH:22][CH:21]=[CH:20][CH:19]=3)[CH3:17])[CH2:8][CH2:7][CH2:6][C:5]2=1. (7) Given the reactants [CH3:1][O:2][C:3]1[CH:30]=[CH:29][C:6]([CH2:7][N:8]2[C:13]3[N:14]=[CH:15][C:16]([CH2:18][N:19]4[CH2:24][CH2:23][NH:22][CH2:21][CH2:20]4)=[CH:17][C:12]=3[C:11]3=[N:25][CH:26]=[N:27][N:10]3[C:9]2=[O:28])=[CH:5][CH:4]=1.[CH3:31][S:32](Cl)(=[O:34])=[O:33], predict the reaction product. The product is: [CH3:1][O:2][C:3]1[CH:4]=[CH:5][C:6]([CH2:7][N:8]2[C:13]3[N:14]=[CH:15][C:16]([CH2:18][N:19]4[CH2:24][CH2:23][N:22]([S:32]([CH3:31])(=[O:34])=[O:33])[CH2:21][CH2:20]4)=[CH:17][C:12]=3[C:11]3=[N:25][CH:26]=[N:27][N:10]3[C:9]2=[O:28])=[CH:29][CH:30]=1. (8) Given the reactants [N:1]1([C:12]([O:14][C:15]([CH3:18])([CH3:17])[CH3:16])=[O:13])[CH2:6][CH2:5][CH:4]([C:7]([O:9][CH2:10][CH3:11])=[O:8])[CH2:3][CH2:2]1.C([N-]C(C)C)(C)C.[Li+].[O:27]1CCCC1.FNS(C1C=CC=CC=1)(=O)=O.C(OCC)(=O)C, predict the reaction product. The product is: [OH:27][C:4]1([C:7]([O:9][CH2:10][CH3:11])=[O:8])[CH2:3][CH2:2][N:1]([C:12]([O:14][C:15]([CH3:17])([CH3:16])[CH3:18])=[O:13])[CH2:6][CH2:5]1. (9) The product is: [CH3:1][O:2][C:3]1[CH:8]=[CH:7][CH:6]=[CH:5][C:4]=1[N:9]1[C:13]([C:14]2[CH:19]=[CH:18][C:17]([CH:20]([OH:22])[CH3:21])=[CH:16][CH:15]=2)=[CH:12][C:11]([CH:23]2[CH2:28][C:27]([CH3:30])([CH3:29])[O:26][C:25]([CH3:31])([CH3:32])[CH2:24]2)=[N:10]1. Given the reactants [CH3:1][O:2][C:3]1[CH:8]=[CH:7][CH:6]=[CH:5][C:4]=1[N:9]1[C:13]([C:14]2[CH:19]=[CH:18][C:17]([C:20](=[O:22])[CH3:21])=[CH:16][CH:15]=2)=[CH:12][C:11]([CH:23]2[CH2:28][C:27]([CH3:30])([CH3:29])[O:26][C:25]([CH3:32])([CH3:31])[CH2:24]2)=[N:10]1.[BH4-].[Na+], predict the reaction product.